Dataset: Full USPTO retrosynthesis dataset with 1.9M reactions from patents (1976-2016). Task: Predict the reactants needed to synthesize the given product. (1) Given the product [CH3:1][O:2][C:3]1[C:4]([NH2:15])=[CH:5][CH:6]=[C:7]([N:9]2[CH2:14][CH2:13][O:12][CH2:11][CH2:10]2)[N:8]=1, predict the reactants needed to synthesize it. The reactants are: [CH3:1][O:2][C:3]1[N:8]=[C:7]([N:9]2[CH2:14][CH2:13][O:12][CH2:11][CH2:10]2)[CH:6]=[CH:5][C:4]=1[N+:15]([O-])=O.[H][H]. (2) Given the product [C:3]([OH:4])(=[O:14])[CH2:2][CH2:11][CH2:10][CH2:5][CH2:6][CH2:7][CH2:8][CH2:9][CH2:28][CH2:29][CH2:30][CH2:31][CH2:32][CH2:33][CH3:34].[Cl:1][C:2]1[C:3](=[O:14])[O:4][C:5]2[C:10]([C:11]=1[CH3:12])=[CH:9][CH:8]=[C:7]([OH:13])[CH:6]=2, predict the reactants needed to synthesize it. The reactants are: [Cl:1][C:2]1[C:3](=[O:14])[O:4][C:5]2[C:10]([C:11]=1[CH3:12])=[CH:9][CH:8]=[C:7]([OH:13])[CH:6]=2.C(=O)([O-])[O-].[K+].[K+].C(N(CC)CC)C.[C:28](Cl)(=O)[CH2:29][CH2:30][CH2:31][CH2:32][CH2:33][CH2:34][CH2:28][CH2:29][CH2:30][CH2:31][CH2:32][CH2:33][CH2:34]CC. (3) Given the product [CH3:8][NH:9][C:10]1[CH:15]=[CH:14][CH:13]=[CH:12][CH:11]=1.[CH2:1]=[O:7].[C:1]1([OH:7])[CH:6]=[CH:5][CH:4]=[CH:3][CH:2]=1, predict the reactants needed to synthesize it. The reactants are: [C:1]1([OH:7])[CH:6]=[CH:5][CH:4]=[CH:3][CH:2]=1.[CH3:8][NH:9][C:10]1[CH:15]=[CH:14][CH:13]=[CH:12][CH:11]=1.C=O. (4) Given the product [CH2:3]([O:5][C:6]1[CH:11]=[CH:10][C:9]([C:12]2[C:17]([F:18])=[CH:16][N:15]([CH2:19][CH2:20][C@@:21]([CH3:31])([S:27]([CH3:30])(=[O:28])=[O:29])[C:22]([OH:24])=[O:23])[C:14](=[O:32])[CH:13]=2)=[CH:8][CH:7]=1)[CH3:4], predict the reactants needed to synthesize it. The reactants are: [OH-].[Li+].[CH2:3]([O:5][C:6]1[CH:11]=[CH:10][C:9]([C:12]2[C:17]([F:18])=[CH:16][N:15]([CH2:19][CH2:20][C@@:21]([CH3:31])([S:27]([CH3:30])(=[O:29])=[O:28])[C:22]([O:24]CC)=[O:23])[C:14](=[O:32])[CH:13]=2)=[CH:8][CH:7]=1)[CH3:4].Cl.